The task is: Predict the product of the given reaction.. This data is from Forward reaction prediction with 1.9M reactions from USPTO patents (1976-2016). (1) Given the reactants Cl[C:2]([O:4][CH2:5][C:6]1[CH:11]=[CH:10][CH:9]=[CH:8][CH:7]=1)=[O:3].[NH:12]1[CH2:17][CH2:16][CH:15]([C:18]([OH:20])=O)[CH2:14][CH2:13]1.C(=O)([O-])[O-].[Na+].[Na+].[OH-].[Na+].Cl.[CH3:30][NH:31][O:32][CH3:33].Cl.CN(C)CCCN=C=NCC.ON1C2C=CC=CC=2N=N1.C(N(CC)CC)C.[Cl-].[NH4+], predict the reaction product. The product is: [CH3:33][O:32][N:31]([CH3:30])[C:18]([CH:15]1[CH2:16][CH2:17][N:12]([C:2]([O:4][CH2:5][C:6]2[CH:11]=[CH:10][CH:9]=[CH:8][CH:7]=2)=[O:3])[CH2:13][CH2:14]1)=[O:20]. (2) Given the reactants [F:1][C:2]([F:12])([F:11])[C:3]1[CH:8]=[CH:7][CH:6]=[CH:5][C:4]=1[Mg]Br.[CH3:13][S:14][C:15]1[CH:22]=[CH:21][C:18]([CH:19]=[O:20])=[CH:17][CH:16]=1.FC(F)(F)C1C=C(Cl)C=CC=1C(O)C1C=CC=CC=1, predict the reaction product. The product is: [F:1][C:2]([F:12])([F:11])[C:3]1[CH:8]=[CH:7][CH:6]=[CH:5][C:4]=1[CH:19]([OH:20])[C:18]1[CH:21]=[CH:22][C:15]([S:14][CH3:13])=[CH:16][CH:17]=1. (3) Given the reactants C(N(CC)CC)C.[CH:8]([C:10]([CH2:12][CH3:13])=[O:11])=[CH2:9].[C:14]1([CH3:24])[CH:19]=[CH:18]C(S([O-])(=O)=O)=[CH:16][CH:15]=1.[NH+]1[CH:30]=[CH:29][CH:28]=[CH:27][CH:26]=1.N[C@H](C(O)=[O:41])CC1C=CC=CC=1.[Cl-].[NH4+].[C:45]([O:48][CH2:49]C)(=[O:47])[CH3:46], predict the reaction product. The product is: [CH3:24][C:14]1[C:15](=[O:41])[CH2:16][CH2:9][C@@:8]2([C:27]3[CH:26]=[C:46]([CH:30]=[CH:29][CH:28]=3)[C:45]([O:48][CH3:49])=[O:47])[C:19]=1[CH2:18][CH2:13][CH2:12][C:10]2=[O:11]. (4) The product is: [P:42]([O:8][CH2:1][C@@H:2]([C@@H:3](/[CH:60]=[CH:61]/[CH2:62][CH2:63][CH2:64][CH2:59][CH2:58][CH2:65][CH2:66][CH2:67][CH2:68][CH2:69][CH2:70][CH2:34][CH3:35])[OH:4])[NH2:7])([OH:44])([OH:45])=[O:43]. Given the reactants [CH2:1]([OH:8])[C:2]([NH2:7])(CO)[CH2:3][OH:4].Cl.[Na+].[Cl-].C(N([CH2:34][C:35](O)=O)CC(O)=O)COCCOCCN(CC(O)=O)CC(O)=O.C(O)C(O)CO[P:42]([OH:45])([OH:44])=[O:43].[Mg+2].[Cl-].[Cl-].CCC(CO[C:58](C(N(CC[NH+](C)C)C)=O)([C:65]1[CH:70]=[CH:69][CH:68]=[CH:67][CH:66]=1)[C:59]1[CH:64]=[CH:63][CH:62]=[CH:61][CH:60]=1)CC.[Cl-].CC(C[C@H](NC(C)=O)C(N[C@H](C(N[C@H](C(O)=O)CCCN=C(N)N)=O)CC(C)C)=O)C.C[C@H](NC(C[C@H](O)[C@@H](NC([C@@H](NC([C@@H](NC(CC(C)C)=O)C(C)C)=O)C(C)C)=O)CC(C)C)=O)C(N[C@H]([C@@H](O)CC(O)=O)CC(C)C)=O.CCCCCCCCCCCCOS([O-])(=O)=O.[Na+], predict the reaction product. (5) The product is: [CH3:9][NH:8][C:5]1[CH:6]=[N:7][C:2]([N:76]2[CH2:77][CH2:78][N:73]([S:70]([CH3:69])(=[O:72])=[O:71])[CH2:74][CH2:75]2)=[CH:3][C:4]=1[C:10]1[CH:15]=[CH:14][CH:13]=[CH:12][C:11]=1[CH3:16]. Given the reactants Cl[C:2]1[N:7]=[CH:6][C:5]([NH:8][CH3:9])=[C:4]([C:10]2[CH:15]=[CH:14][CH:13]=[CH:12][C:11]=2[CH3:16])[CH:3]=1.CC(C)([O-])C.[Na+].C1C=CC(P(C2C(C3C(P(C4C=CC=CC=4)C4C=CC=CC=4)=CC=C4C=3C=CC=C4)=C3C(C=CC=C3)=CC=2)C2C=CC=CC=2)=CC=1.[CH3:69][S:70]([N:73]1[CH2:78][CH2:77][NH:76][CH2:75][CH2:74]1)(=[O:72])=[O:71], predict the reaction product. (6) The product is: [OH:1][CH2:2][C:3]([CH3:29])([CH3:28])[CH2:4][NH:5][C:6]([C:8]1[C:12]([NH:13][C:14]([C:16]2[CH:21]=[CH:20][CH:19]=[CH:18][N:17]=2)=[O:15])=[CH:11][NH:10][N:9]=1)=[O:7]. Given the reactants [OH:1][CH2:2][C:3]([CH3:29])([CH3:28])[CH2:4][NH:5][C:6]([C:8]1[C:12]([NH:13][C:14]([C:16]2[CH:21]=[CH:20][CH:19]=[CH:18][N:17]=2)=[O:15])=[CH:11][N:10](C2CCCCO2)[N:9]=1)=[O:7].O.C1(C)C=CC(S(O)(=O)=O)=CC=1.C(=O)([O-])O.[Na+], predict the reaction product. (7) Given the reactants Cl[C:2]1[N:7]=[C:6]([C:8]2[CH:17]=[CH:16][C:11]([C:12]([O:14]C)=[O:13])=[CH:10][C:9]=2[C:18]([N:20]2[CH2:29][CH2:28][C:27]3[C:22](=[CH:23][CH:24]=[CH:25][CH:26]=3)[CH2:21]2)=[O:19])[CH:5]=[CH:4][N:3]=1.[CH2:30]([NH:34][CH2:35][CH2:36][CH2:37][CH3:38])[CH2:31][CH2:32][CH3:33].C(=O)([O-])[O-].[K+].[K+], predict the reaction product. The product is: [CH2:30]([N:34]([CH2:35][CH2:36][CH2:37][CH3:38])[C:2]1[N:7]=[C:6]([C:8]2[CH:17]=[CH:16][C:11]([C:12]([OH:14])=[O:13])=[CH:10][C:9]=2[C:18]([N:20]2[CH2:29][CH2:28][C:27]3[C:22](=[CH:23][CH:24]=[CH:25][CH:26]=3)[CH2:21]2)=[O:19])[CH:5]=[CH:4][N:3]=1)[CH2:31][CH2:32][CH3:33].